This data is from Full USPTO retrosynthesis dataset with 1.9M reactions from patents (1976-2016). The task is: Predict the reactants needed to synthesize the given product. (1) Given the product [Cl:46][C:42]1[CH:41]=[C:40]2[C:45]([C:36]([NH:35][CH2:34][CH2:33][O:32]/[N:31]=[C:5](/[C:6]3[N:7]=[C:8]([NH:11][C:12]([C:13]4[CH:14]=[CH:15][CH:16]=[CH:17][CH:18]=4)([C:25]4[CH:26]=[CH:27][CH:28]=[CH:29][CH:30]=4)[C:19]4[CH:24]=[CH:23][CH:22]=[CH:21][CH:20]=4)[S:9][CH:10]=3)\[C:4]([OH:47])=[O:3])=[CH:37][CH:38]=[N:39]2)=[CH:44][CH:43]=1, predict the reactants needed to synthesize it. The reactants are: C([O:3][C:4](=[O:47])/[C:5](=[N:31]\[O:32][CH2:33][CH2:34][NH:35][C:36]1[C:45]2[C:40](=[CH:41][C:42]([Cl:46])=[CH:43][CH:44]=2)[N:39]=[CH:38][CH:37]=1)/[C:6]1[N:7]=[C:8]([NH:11][C:12]([C:25]2[CH:30]=[CH:29][CH:28]=[CH:27][CH:26]=2)([C:19]2[CH:24]=[CH:23][CH:22]=[CH:21][CH:20]=2)[C:13]2[CH:18]=[CH:17][CH:16]=[CH:15][CH:14]=2)[S:9][CH:10]=1)C.[OH-].[Na+]. (2) Given the product [C:23]([C:7]1[C:8]2[C:13](=[CH:12][CH:11]=[C:10]([O:16][C:17]3[CH:18]=[CH:19][CH:20]=[CH:21][CH:22]=3)[CH:9]=2)[C:14]([OH:15])=[C:5]([C:3]([NH:25][CH2:26][CH:27]([CH2:32][CH:33]([CH3:35])[CH3:34])[CH2:28][C:29]([OH:31])=[O:30])=[O:4])[N:6]=1)#[N:24], predict the reactants needed to synthesize it. The reactants are: CO[C:3]([C:5]1[N:6]=[C:7]([C:23]#[N:24])[C:8]2[C:13]([C:14]=1[OH:15])=[CH:12][CH:11]=[C:10]([O:16][C:17]1[CH:22]=[CH:21][CH:20]=[CH:19][CH:18]=1)[CH:9]=2)=[O:4].[NH2:25][CH2:26][CH:27]([CH2:32][CH:33]([CH3:35])[CH3:34])[CH2:28][C:29]([OH:31])=[O:30]. (3) Given the product [NH2:15][CH2:14][C@@H:12]1[O:11][C:10](=[O:26])[N:9]([C:4]2[CH:5]=[CH:6][C:7]([F:8])=[C:2]([F:1])[CH:3]=2)[CH2:13]1, predict the reactants needed to synthesize it. The reactants are: [F:1][C:2]1[CH:3]=[C:4]([N:9]2[CH2:13][C@H:12]([CH2:14][N:15]3C(=O)C4C(=CC=CC=4)C3=O)[O:11][C:10]2=[O:26])[CH:5]=[CH:6][C:7]=1[F:8].O.NN. (4) Given the product [CH2:1]([O:8][C:9](=[O:24])[C:10]1[CH:15]=[CH:14][C:13]([C:16](=[O:22])[NH:17][CH:18]([CH3:21])[CH:19]=[O:20])=[CH:12][C:11]=1[CH3:23])[C:2]1[CH:7]=[CH:6][CH:5]=[CH:4][CH:3]=1, predict the reactants needed to synthesize it. The reactants are: [CH2:1]([O:8][C:9](=[O:24])[C:10]1[CH:15]=[CH:14][C:13]([C:16](=[O:22])[NH:17][CH:18]([CH3:21])[CH2:19][OH:20])=[CH:12][C:11]=1[CH3:23])[C:2]1[CH:7]=[CH:6][CH:5]=[CH:4][CH:3]=1.CC(OI1(OC(C)=O)(OC(C)=O)OC(=O)C2C=CC=CC1=2)=O.C(=O)([O-])O.[Na+]. (5) The reactants are: C([C@@H]1C(OC)=[N:8][C@@H:7]([CH2:12][CH2:13][CH2:14][CH2:15][CH2:16][C:17]([O:19][C:20]([CH3:23])([CH3:22])[CH3:21])=[O:18])[C:6]([O:24][CH3:25])=N1)(C)C.Cl.C([O-])(O)=[O:28].[Na+]. Given the product [NH2:8][C@@H:7]([CH2:12][CH2:13][CH2:14][CH2:15][CH2:16][C:17]([O:19][C:20]([CH3:23])([CH3:22])[CH3:21])=[O:18])[C:6]([O:24][CH3:25])=[O:28], predict the reactants needed to synthesize it. (6) Given the product [ClH:45].[O:1]=[C:2]1[C@H:8]([CH2:9][C:10]([O:12][CH:42]([CH3:43])[CH3:41])=[O:11])[CH2:7][C:6]2[CH:13]=[CH:14][C:15]([O:17][CH2:18][CH2:19][C:20]3[N:21]=[C:22]4[NH:27][CH2:26][CH2:25][CH2:24][N:23]4[CH:35]=3)=[CH:16][C:5]=2[CH2:4][N:3]1[CH2:36][C:37]([F:39])([F:40])[F:38], predict the reactants needed to synthesize it. The reactants are: [O:1]=[C:2]1[C@H:8]([CH2:9][C:10]([OH:12])=[O:11])[CH2:7][C:6]2[CH:13]=[CH:14][C:15]([O:17][CH2:18][CH2:19][C:20]3[N:21]=[C:22]4[N:27](C(OC(C)(C)C)=O)[CH2:26][CH2:25][CH2:24][N:23]4[CH:35]=3)=[CH:16][C:5]=2[CH2:4][N:3]1[CH2:36][C:37]([F:40])([F:39])[F:38].[CH3:41][CH:42](O)[CH3:43].[ClH:45].O1CCOCC1. (7) Given the product [CH3:21][O:22][C:23](=[O:32])[C:24]1[CH:29]=[CH:28][C:27]([CH2:30][N:5]2[C:4]3[CH2:3][N:2]([CH3:1])[CH2:14][CH2:13][C:12]=3[C:11]3[C:6]2=[CH:7][CH:8]=[CH:9][CH:10]=3)=[CH:26][CH:25]=1, predict the reactants needed to synthesize it. The reactants are: [CH3:1][N:2]1[CH2:14][CH2:13][C:12]2[C:11]3[C:6](=[CH:7][CH:8]=[CH:9][CH:10]=3)[NH:5][C:4]=2[CH2:3]1.CC(C)([O-])C.[K+].[CH3:21][O:22][C:23](=[O:32])[C:24]1[CH:29]=[CH:28][C:27]([CH2:30]Br)=[CH:26][CH:25]=1.